This data is from Full USPTO retrosynthesis dataset with 1.9M reactions from patents (1976-2016). The task is: Predict the reactants needed to synthesize the given product. (1) Given the product [Cl:1][C:2]1[CH:7]=[CH:6][C:5]([C:8]2([Br:90])[C:20]3[CH:19]=[C:18]([O:21][CH2:22][CH:23]4[CH2:28][CH:27]([O:29][CH2:30][CH2:31][CH2:32][CH2:33][CH2:34][CH2:35][CH2:36][CH2:37][CH2:38][CH2:39][CH2:40][CH2:41][CH2:42][CH2:43][CH2:44][CH2:45][CH2:46][CH3:47])[CH:26]([O:48][CH2:49][CH2:50][CH2:51][CH2:52][CH2:53][CH2:54][CH2:55][CH2:56][CH2:57][CH2:58][CH2:59][CH2:60][CH2:61][CH2:62][CH2:63][CH2:64][CH2:65][CH3:66])[CH:25]([O:67][CH2:68][CH2:69][CH2:70][CH2:71][CH2:72][CH2:73][CH2:74][CH2:75][CH2:76][CH2:77][CH2:78][CH2:79][CH2:80][CH2:81][CH2:82][CH2:83][CH2:84][CH3:85])[CH2:24]4)[CH:17]=[CH:16][C:15]=3[C:14]3[C:9]2=[CH:10][CH:11]=[CH:12][CH:13]=3)=[CH:4][CH:3]=1, predict the reactants needed to synthesize it. The reactants are: [Cl:1][C:2]1[CH:7]=[CH:6][C:5]([C:8]2(O)[C:20]3[CH:19]=[C:18]([O:21][CH2:22][CH:23]4[CH2:28][CH:27]([O:29][CH2:30][CH2:31][CH2:32][CH2:33][CH2:34][CH2:35][CH2:36][CH2:37][CH2:38][CH2:39][CH2:40][CH2:41][CH2:42][CH2:43][CH2:44][CH2:45][CH2:46][CH3:47])[CH:26]([O:48][CH2:49][CH2:50][CH2:51][CH2:52][CH2:53][CH2:54][CH2:55][CH2:56][CH2:57][CH2:58][CH2:59][CH2:60][CH2:61][CH2:62][CH2:63][CH2:64][CH2:65][CH3:66])[CH:25]([O:67][CH2:68][CH2:69][CH2:70][CH2:71][CH2:72][CH2:73][CH2:74][CH2:75][CH2:76][CH2:77][CH2:78][CH2:79][CH2:80][CH2:81][CH2:82][CH2:83][CH2:84][CH3:85])[CH2:24]4)[CH:17]=[CH:16][C:15]=3[C:14]3[C:9]2=[CH:10][CH:11]=[CH:12][CH:13]=3)=[CH:4][CH:3]=1.C([Br:90])(=O)C. (2) Given the product [F:27][C:24]([F:26])([F:25])[O:23][C:19]1[CH:18]=[C:17]([N:14]2[CH2:13][CH2:12][N:11]([C:8]3[CH:7]=[C:6]([C:5]4[N:4]=[N:3][N:2]([CH2:38][C:39]([OH:41])=[O:40])[N:1]=4)[O:10][N:9]=3)[CH2:16][CH2:15]2)[CH:22]=[CH:21][CH:20]=1, predict the reactants needed to synthesize it. The reactants are: [N:1]1[NH:2][N:3]=[N:4][C:5]=1[C:6]1[O:10][N:9]=[C:8]([N:11]2[CH2:16][CH2:15][N:14]([C:17]3[CH:22]=[CH:21][CH:20]=[C:19]([O:23][C:24]([F:27])([F:26])[F:25])[CH:18]=3)[CH2:13][CH2:12]2)[CH:7]=1.CCN(C(C)C)C(C)C.Br[CH2:38][C:39]([O:41]CC)=[O:40].Cl. (3) Given the product [CH3:27][N:28]1[CH:32]=[C:31]([S:33]([N:21]2[CH2:20][CH2:19][C:16]3([C:15](=[O:24])[N:14]([C:11]4[CH:12]=[CH:13][C:8]([O:7][C:6]([F:5])([F:25])[F:26])=[CH:9][CH:10]=4)[CH2:18][CH2:17]3)[CH2:23][CH2:22]2)(=[O:35])=[O:34])[N:30]=[CH:29]1, predict the reactants needed to synthesize it. The reactants are: C(O)(=O)C.[F:5][C:6]([F:26])([F:25])[O:7][C:8]1[CH:13]=[CH:12][C:11]([N:14]2[CH2:18][CH2:17][C:16]3([CH2:23][CH2:22][NH:21][CH2:20][CH2:19]3)[C:15]2=[O:24])=[CH:10][CH:9]=1.[CH3:27][N:28]1[CH:32]=[C:31]([S:33](Cl)(=[O:35])=[O:34])[N:30]=[CH:29]1. (4) Given the product [Cl:1][C:2]1[C:3]([O:12][C:13]2[CH:18]=[C:17]([O:19][CH2:20][CH2:21][CH:22]3[O:26][CH2:25][CH2:24][O:23]3)[CH:16]=[CH:15][C:14]=2/[CH:27]=[CH:28]/[C:29]([NH:52][S:49]([CH2:44][CH2:45][CH2:46][CH2:47][CH3:48])(=[O:51])=[O:50])=[O:30])=[N:4][CH:5]=[C:6]([C:8]([F:9])([F:11])[F:10])[CH:7]=1, predict the reactants needed to synthesize it. The reactants are: [Cl:1][C:2]1[C:3]([O:12][C:13]2[CH:18]=[C:17]([O:19][CH2:20][CH2:21][CH:22]3[O:26][CH2:25][CH2:24][O:23]3)[CH:16]=[CH:15][C:14]=2/[CH:27]=[CH:28]/[C:29](O)=[O:30])=[N:4][CH:5]=[C:6]([C:8]([F:11])([F:10])[F:9])[CH:7]=1.Cl.C(N=C=NCCCN(C)C)C.[CH2:44]([S:49]([NH2:52])(=[O:51])=[O:50])[CH2:45][CH2:46][CH2:47][CH3:48].Cl.